From a dataset of Peptide-MHC class I binding affinity with 185,985 pairs from IEDB/IMGT. Regression. Given a peptide amino acid sequence and an MHC pseudo amino acid sequence, predict their binding affinity value. This is MHC class I binding data. (1) The peptide sequence is TVAPPAPVY. The MHC is HLA-A25:01 with pseudo-sequence HLA-A25:01. The binding affinity (normalized) is 0.0847. (2) The peptide sequence is SWTSNSIVTF. The MHC is HLA-A24:02 with pseudo-sequence HLA-A24:02. The binding affinity (normalized) is 0.593.